This data is from NCI-60 drug combinations with 297,098 pairs across 59 cell lines. The task is: Regression. Given two drug SMILES strings and cell line genomic features, predict the synergy score measuring deviation from expected non-interaction effect. (1) Drug 1: CCN(CC)CCCC(C)NC1=C2C=C(C=CC2=NC3=C1C=CC(=C3)Cl)OC. Drug 2: C1CN(P(=O)(OC1)NCCCl)CCCl. Cell line: M14. Synergy scores: CSS=3.06, Synergy_ZIP=0.389, Synergy_Bliss=0.453, Synergy_Loewe=-16.3, Synergy_HSA=-7.31. (2) Drug 1: CN1CCC(CC1)COC2=C(C=C3C(=C2)N=CN=C3NC4=C(C=C(C=C4)Br)F)OC. Drug 2: C1C(C(OC1N2C=NC3=C(N=C(N=C32)Cl)N)CO)O. Cell line: A549. Synergy scores: CSS=11.9, Synergy_ZIP=-1.98, Synergy_Bliss=-0.00631, Synergy_Loewe=-4.10, Synergy_HSA=-2.14. (3) Drug 1: CS(=O)(=O)CCNCC1=CC=C(O1)C2=CC3=C(C=C2)N=CN=C3NC4=CC(=C(C=C4)OCC5=CC(=CC=C5)F)Cl. Drug 2: C1CCC(C(C1)[NH-])[NH-].C(=O)(C(=O)[O-])[O-].[Pt+4]. Cell line: SW-620. Synergy scores: CSS=28.6, Synergy_ZIP=-1.26, Synergy_Bliss=-7.47, Synergy_Loewe=-18.0, Synergy_HSA=-8.56.